This data is from Full USPTO retrosynthesis dataset with 1.9M reactions from patents (1976-2016). The task is: Predict the reactants needed to synthesize the given product. (1) Given the product [CH:2]([C:3]1[CH:11]=[CH:10][C:6]([C:7]([OH:9])=[O:8])=[CH:5][C:4]=1[C:12]([F:15])([F:14])[F:13])=[O:19], predict the reactants needed to synthesize it. The reactants are: Br[CH:2](Br)[C:3]1[CH:11]=[CH:10][C:6]([C:7]([OH:9])=[O:8])=[CH:5][C:4]=1[C:12]([F:15])([F:14])[F:13].C(OC(C)C)(=[O:19])C.Cl. (2) The reactants are: [I:1][C:2]1[C:10]2[NH:9][C:8]3[CH2:11][CH2:12][N:13](C(OC(C)(C)C)=O)[CH2:14][C:7]=3[C:6]=2[CH:5]=[CH:4][CH:3]=1.[OH-].[K+].IC.F[C:27](F)(F)C(O)=O.[OH-].[Na+]. Given the product [I:1][C:2]1[C:10]2[N:9]([CH3:27])[C:8]3[CH2:11][CH2:12][NH:13][CH2:14][C:7]=3[C:6]=2[CH:5]=[CH:4][CH:3]=1, predict the reactants needed to synthesize it. (3) Given the product [C:1]([C:3]1[CH:4]=[C:5]([S:9]([N:12]2[C:16]([C:17]3[C:18]([F:23])=[N:19][CH:20]=[CH:21][CH:22]=3)=[CH:15][C:14]([CH2:24][N:25]([CH3:33])[C:26](=[O:32])[O:27][C:28]([CH3:30])([CH3:31])[CH3:29])=[CH:13]2)(=[O:11])=[O:10])[CH:6]=[CH:7][CH:8]=1)(=[O:36])[CH3:37], predict the reactants needed to synthesize it. The reactants are: [C:1]([C:3]1[CH:4]=[C:5]([S:9]([N:12]2[C:16]([C:17]3[C:18]([F:23])=[N:19][CH:20]=[CH:21][CH:22]=3)=[CH:15][C:14]([CH2:24][N:25]([CH3:33])[C:26](=[O:32])[O:27][C:28]([CH3:31])([CH3:30])[CH3:29])=[CH:13]2)(=[O:11])=[O:10])[CH:6]=[CH:7][CH:8]=1)#N.C[Li].[OH2:36].[CH2:37](OCC)C.